This data is from Peptide-MHC class I binding affinity with 185,985 pairs from IEDB/IMGT. The task is: Regression. Given a peptide amino acid sequence and an MHC pseudo amino acid sequence, predict their binding affinity value. This is MHC class I binding data. (1) The MHC is H-2-Kb with pseudo-sequence H-2-Kb. The binding affinity (normalized) is 0.432. The peptide sequence is TIFFTASL. (2) The peptide sequence is RYDYANLCQ. The MHC is HLA-A24:03 with pseudo-sequence HLA-A24:03. The binding affinity (normalized) is 0.0847. (3) The peptide sequence is TPSHYSGNI. The MHC is HLA-B07:02 with pseudo-sequence HLA-B07:02. The binding affinity (normalized) is 0.437. (4) The peptide sequence is YNAVVPLVY. The MHC is HLA-A29:02 with pseudo-sequence HLA-A29:02. The binding affinity (normalized) is 0.769. (5) The peptide sequence is RSIDFERV. The MHC is H-2-Kb with pseudo-sequence H-2-Kb. The binding affinity (normalized) is 0.990. (6) The peptide sequence is FSDLCNFLI. The MHC is HLA-B51:01 with pseudo-sequence HLA-B51:01. The binding affinity (normalized) is 0.0847.